This data is from Peptide-MHC class II binding affinity with 134,281 pairs from IEDB. The task is: Regression. Given a peptide amino acid sequence and an MHC pseudo amino acid sequence, predict their binding affinity value. This is MHC class II binding data. (1) The peptide sequence is YALFYKLDVVPIDNDNTSY. The MHC is DRB5_0101 with pseudo-sequence DRB5_0101. The binding affinity (normalized) is 0.429. (2) The peptide sequence is DIKVQFQSGGNNSPA. The MHC is DRB1_0404 with pseudo-sequence DRB1_0404. The binding affinity (normalized) is 0.393.